Dataset: HIV replication inhibition screening data with 41,000+ compounds from the AIDS Antiviral Screen. Task: Binary Classification. Given a drug SMILES string, predict its activity (active/inactive) in a high-throughput screening assay against a specified biological target. (1) The molecule is CCCCn1cnc2c(SSc3ncnc4c3ncn4CCCC)ncnc21. The result is 0 (inactive). (2) The drug is Cc1cn(C2CC(n3ncnn3)C(CO)O2)c(=O)[nH]c1=O. The result is 0 (inactive). (3) The molecule is NC(=O)c1nnc2cc(F)c(F)cc2c1N. The result is 0 (inactive).